Predict the reactants needed to synthesize the given product. From a dataset of Full USPTO retrosynthesis dataset with 1.9M reactions from patents (1976-2016). The reactants are: F[C:2]1[C:7]([O:8][C:9]([F:12])([F:11])[F:10])=[CH:6][CH:5]=[CH:4][C:3]=1[CH:13]1[CH2:18][CH2:17][NH:16][CH2:15][CH2:14]1.[CH3:19][O-:20].[Na+].CO. Given the product [CH3:19][O:20][C:2]1[C:7]([O:8][C:9]([F:12])([F:11])[F:10])=[CH:6][CH:5]=[CH:4][C:3]=1[CH:13]1[CH2:18][CH2:17][NH:16][CH2:15][CH2:14]1, predict the reactants needed to synthesize it.